This data is from Forward reaction prediction with 1.9M reactions from USPTO patents (1976-2016). The task is: Predict the product of the given reaction. Given the reactants [CH:1]([C:3]1[CH:8]=[CH:7][CH:6]=[CH:5][C:4]=1B(O)O)=[O:2].Br[C:13]1[O:14][CH:15]=[CH:16][CH:17]=1.C(=O)([O-])[O-].[Na+].[Na+], predict the reaction product. The product is: [O:14]1[CH:15]=[CH:16][CH:17]=[C:13]1[C:4]1[CH:5]=[CH:6][CH:7]=[CH:8][C:3]=1[CH:1]=[O:2].